From a dataset of Full USPTO retrosynthesis dataset with 1.9M reactions from patents (1976-2016). Predict the reactants needed to synthesize the given product. (1) Given the product [Cl:15][C:10]1[C:5]2[S:4][C:3]([S:2][CH3:1])=[N:12][C:6]=2[N:7]=[CH:8][N:9]=1, predict the reactants needed to synthesize it. The reactants are: [CH3:1][S:2][C:3]1[S:4][C:5]2[C:10](=O)[NH:9][CH:8]=[N:7][C:6]=2[N:12]=1.P(Cl)(Cl)([Cl:15])=O. (2) The reactants are: [F:1][C:2]1[CH:3]=[C:4]([CH:45]=[C:46]([F:48])[CH:47]=1)[CH2:5][N:6]1[C:10](C)=[C:9]([C:12]2[C:20]3[C:15](=[N:16][CH:17]=[C:18]([C:21]4[CH:22]=[CH:23][C:24]([O:32][CH3:33])=[C:25]([NH:27][S:28]([CH3:31])(=[O:30])=[O:29])[CH:26]=4)[CH:19]=3)[N:14](S(C3C=CC(C)=CC=3)(=O)=O)[CH:13]=2)[C:8](C)=[N:7]1.[OH-].[Li+]. Given the product [F:48][C:46]1[CH:45]=[C:4]([CH:3]=[C:2]([F:1])[CH:47]=1)[CH2:5][N:6]1[CH:10]=[C:9]([C:12]2[C:20]3[C:15](=[N:16][CH:17]=[C:18]([C:21]4[CH:22]=[CH:23][C:24]([O:32][CH3:33])=[C:25]([NH:27][S:28]([CH3:31])(=[O:29])=[O:30])[CH:26]=4)[CH:19]=3)[NH:14][CH:13]=2)[CH:8]=[N:7]1, predict the reactants needed to synthesize it. (3) Given the product [Cl:1][C:2]1[C:7]([O:8][CH3:9])=[CH:6][C:5]([C:10]2[O:11][C:12]([C:21](=[O:22])[CH:20]([O:19][CH2:17][CH3:18])[C:27]3[CH:28]=[CH:29][C:30]([N:33]4[CH2:34][CH2:35][O:36][CH2:37][CH2:38]4)=[CH:31][CH:32]=3)=[CH:13][CH:14]=2)=[CH:4][C:3]=1[O:15][CH3:16], predict the reactants needed to synthesize it. The reactants are: [Cl:1][C:2]1[C:7]([O:8][CH3:9])=[CH:6][C:5]([C:10]2[O:11][CH:12]=[CH:13][CH:14]=2)=[CH:4][C:3]=1[O:15][CH3:16].[CH2:17]([O:19][CH:20]([C:27]1[CH:32]=[CH:31][C:30]([N:33]2[CH2:38][CH2:37][O:36][CH2:35][CH2:34]2)=[CH:29][CH:28]=1)[C:21](N(OC)C)=[O:22])[CH3:18].